This data is from Catalyst prediction with 721,799 reactions and 888 catalyst types from USPTO. The task is: Predict which catalyst facilitates the given reaction. (1) Reactant: [F:1][C:2]1[CH:3]=[C:4]2[C:10]([C:11](=[NH:14])[NH:12][NH2:13])=[N:9][N:8]([CH2:15][C:16]3[C:21]([F:22])=[CH:20][CH:19]=[C:18]([F:23])[C:17]=3[F:24])[C:5]2=[N:6][CH:7]=1.[CH3:25][C:26]([CH3:37])([C:31](=O)[C:32](OC)=[O:33])[C:27]([O:29][CH3:30])=[O:28]. Product: [F:1][C:2]1[CH:3]=[C:4]2[C:10]([C:11]3[N:12]=[N:13][C:31]([C:26]([CH3:37])([CH3:25])[C:27]([O:29][CH3:30])=[O:28])=[C:32]([OH:33])[N:14]=3)=[N:9][N:8]([CH2:15][C:16]3[C:21]([F:22])=[CH:20][CH:19]=[C:18]([F:23])[C:17]=3[F:24])[C:5]2=[N:6][CH:7]=1. The catalyst class is: 8. (2) Reactant: [Si:1]([O:18][CH2:19][CH2:20][C:21]1[C:22](=[O:38])[N:23]([C:27]2[CH:32]=[CH:31][C:30]([N+:33]([O-])=O)=[CH:29][C:28]=2[O:36][CH3:37])[CH:24]=[CH:25][CH:26]=1)([C:14]([CH3:17])([CH3:16])[CH3:15])([C:8]1[CH:13]=[CH:12][CH:11]=[CH:10][CH:9]=1)[C:2]1[CH:7]=[CH:6][CH:5]=[CH:4][CH:3]=1.C([O-])=O.[NH4+]. Product: [NH2:33][C:30]1[CH:31]=[CH:32][C:27]([N:23]2[CH:24]=[CH:25][CH:26]=[C:21]([CH2:20][CH2:19][O:18][Si:1]([C:14]([CH3:15])([CH3:16])[CH3:17])([C:2]3[CH:7]=[CH:6][CH:5]=[CH:4][CH:3]=3)[C:8]3[CH:13]=[CH:12][CH:11]=[CH:10][CH:9]=3)[C:22]2=[O:38])=[C:28]([O:36][CH3:37])[CH:29]=1. The catalyst class is: 696.